Dataset: Forward reaction prediction with 1.9M reactions from USPTO patents (1976-2016). Task: Predict the product of the given reaction. (1) Given the reactants [OH:1][CH:2]1[CH2:7][CH2:6][N:5]([C:8]([N:10]2[CH2:15][CH:14]([C:16]3[CH:21]=[CH:20][C:19]([C:22]([F:25])([F:24])[F:23])=[CH:18][CH:17]=3)[CH2:13][CH:12]([C:26](O)=[O:27])[CH2:11]2)=[O:9])[CH2:4][CH2:3]1.[F:29][C:30]1[CH:35]=[CH:34][CH:33]=[CH:32][C:31]=1[C:36](=[NH:39])[NH:37]O, predict the reaction product. The product is: [F:29][C:30]1[CH:35]=[CH:34][CH:33]=[CH:32][C:31]=1[C:36]1[N:39]=[C:26]([CH:12]2[CH2:13][CH:14]([C:16]3[CH:17]=[CH:18][C:19]([C:22]([F:24])([F:25])[F:23])=[CH:20][CH:21]=3)[CH2:15][N:10]([C:8]([N:5]3[CH2:6][CH2:7][CH:2]([OH:1])[CH2:3][CH2:4]3)=[O:9])[CH2:11]2)[O:27][N:37]=1. (2) Given the reactants [OH:1][C:2]([C:4]([F:7])([F:6])[F:5])=[O:3].[F:8][CH:9]([F:37])[CH2:10][NH:11][C:12]1[N:13]=[C:14]2[CH2:36][CH2:35][NH:34][CH2:33][C:15]2=[N:16][C:17]=1[N:18]1[CH2:23][CH2:22][CH:21]([O:24][C:25]2[CH:30]=[CH:29][C:28]([F:31])=[CH:27][C:26]=2[F:32])[CH2:20][CH2:19]1.[CH3:38][N:39]([CH3:43])[C:40](Cl)=[O:41].CCN(C(C)C)C(C)C, predict the reaction product. The product is: [F:37][CH:9]([F:8])[CH2:10][NH:11][C:12]1[N:13]=[C:14]2[CH2:36][CH2:35][N:34]([C:40]([N:39]([CH3:43])[CH3:38])=[O:41])[CH2:33][C:15]2=[N:16][C:17]=1[N:18]1[CH2:19][CH2:20][CH:21]([O:24][C:25]2[CH:30]=[CH:29][C:28]([F:31])=[CH:27][C:26]=2[F:32])[CH2:22][CH2:23]1.[C:2]([OH:3])([C:4]([F:7])([F:6])[F:5])=[O:1]. (3) Given the reactants [F-].[Cs+].[O:3]1[CH2:8][CH2:7][CH2:6][O:5][CH:4]1[C:9]1[CH:14]=[CH:13][C:12]([C:15]2[S:16][C:17]3[C:22]([N:23]=2)=[CH:21][CH:20]=[C:19](Cl)[N:18]=3)=[C:11]([F:25])[CH:10]=1.[CH2:26]([O:33][C:34]1[CH:39]=[CH:38][C:37]([C:40]([Sn](CCCC)(CCCC)CCCC)=[CH2:41])=[CH:36][CH:35]=1)[C:27]1[CH:32]=[CH:31][CH:30]=[CH:29][CH:28]=1, predict the reaction product. The product is: [O:3]1[CH2:8][CH2:7][CH2:6][O:5][CH:4]1[C:9]1[CH:14]=[CH:13][C:12]([C:15]2[S:16][C:17]3[C:22]([N:23]=2)=[CH:21][CH:20]=[C:19]([C:40]([C:37]2[CH:38]=[CH:39][C:34]([O:33][CH2:26][C:27]4[CH:32]=[CH:31][CH:30]=[CH:29][CH:28]=4)=[CH:35][CH:36]=2)=[CH2:41])[N:18]=3)=[C:11]([F:25])[CH:10]=1. (4) Given the reactants ClC1N=C(C2C(C3C=C(NC(=O)C4C(F)=CC=CC=4F)C=CC=3)=[N:10][N:11]3C=CC=CC=23)C=CN=1.[F:34][C:35]([F:50])([F:49])[C:36]([N:38]1CCC2[C:40](=[CH:41][C:42]([NH2:48])=[CH:43]C=2)[CH2:39]1)=[O:37], predict the reaction product. The product is: [NH:10]1[C:41]2[CH:40]=[CH:39][N:38]=[N:48][C:42]=2[CH:43]=[N:11]1.[F:34][C:35]([F:50])([F:49])[C:36]([NH2:38])=[O:37]. (5) Given the reactants [CH3:1][O:2][C:3]1[C:4]([NH2:10])=[N:5][CH:6]=[C:7]([CH3:9])[N:8]=1.[Cl:11][C:12]1[C:13]([CH3:22])=[C:14]([S:18](Cl)(=[O:20])=[O:19])[CH:15]=[CH:16][CH:17]=1, predict the reaction product. The product is: [Cl:11][C:12]1[C:13]([CH3:22])=[C:14]([S:18]([NH:10][C:4]2[C:3]([O:2][CH3:1])=[N:8][C:7]([CH3:9])=[CH:6][N:5]=2)(=[O:20])=[O:19])[CH:15]=[CH:16][CH:17]=1. (6) Given the reactants [Cl:1][C:2]1[CH:3]=[C:4]([N:9]2[C:13]3=[N:14][CH:15]=[C:16]([C:17](O)=[O:18])[N:12]3[C@:11]([CH3:32])([CH2:20][C:21]3[CH:26]=[CH:25][C:24]([O:27][C:28]([F:31])([F:30])[F:29])=[CH:23][CH:22]=3)[C:10]2=[O:33])[CH:5]=[C:6]([Cl:8])[CH:7]=1.C(Cl)(=O)C(Cl)=O.C(N(C(C)C)CC)(C)C.[C:49]([O:53][C:54](=[O:57])[CH2:55][NH2:56])([CH3:52])([CH3:51])[CH3:50], predict the reaction product. The product is: [C:49]([O:53][C:54](=[O:57])[CH2:55][NH:56][C:17]([C:16]1[N:12]2[C@:11]([CH3:32])([CH2:20][C:21]3[CH:26]=[CH:25][C:24]([O:27][C:28]([F:29])([F:31])[F:30])=[CH:23][CH:22]=3)[C:10](=[O:33])[N:9]([C:4]3[CH:5]=[C:6]([Cl:8])[CH:7]=[C:2]([Cl:1])[CH:3]=3)[C:13]2=[N:14][CH:15]=1)=[O:18])([CH3:52])([CH3:51])[CH3:50].